This data is from Peptide-MHC class I binding affinity with 185,985 pairs from IEDB/IMGT. The task is: Regression. Given a peptide amino acid sequence and an MHC pseudo amino acid sequence, predict their binding affinity value. This is MHC class I binding data. (1) The peptide sequence is WAQDAAMY. The MHC is HLA-A24:02 with pseudo-sequence HLA-A24:02. The binding affinity (normalized) is 0. (2) The peptide sequence is VPRENATAF. The MHC is HLA-B27:05 with pseudo-sequence HLA-B27:05. The binding affinity (normalized) is 0.0847. (3) The peptide sequence is FLFMDRDAL. The MHC is HLA-A33:01 with pseudo-sequence HLA-A33:01. The binding affinity (normalized) is 0.130. (4) The peptide sequence is LVDICDRIV. The MHC is HLA-A02:01 with pseudo-sequence HLA-A02:01. The binding affinity (normalized) is 0.291. (5) The peptide sequence is LYQPSSGCY. The MHC is HLA-B15:01 with pseudo-sequence HLA-B15:01. The binding affinity (normalized) is 0.355.